Task: Regression. Given two drug SMILES strings and cell line genomic features, predict the synergy score measuring deviation from expected non-interaction effect.. Dataset: NCI-60 drug combinations with 297,098 pairs across 59 cell lines (1) Drug 1: CC1=CC2C(CCC3(C2CCC3(C(=O)C)OC(=O)C)C)C4(C1=CC(=O)CC4)C. Drug 2: CCC(=C(C1=CC=CC=C1)C2=CC=C(C=C2)OCCN(C)C)C3=CC=CC=C3.C(C(=O)O)C(CC(=O)O)(C(=O)O)O. Cell line: HCT-15. Synergy scores: CSS=1.22, Synergy_ZIP=0.288, Synergy_Bliss=0.708, Synergy_Loewe=-2.51, Synergy_HSA=-1.53. (2) Drug 1: CCC1=C2CN3C(=CC4=C(C3=O)COC(=O)C4(CC)O)C2=NC5=C1C=C(C=C5)O. Synergy scores: CSS=17.9, Synergy_ZIP=-1.15, Synergy_Bliss=-1.53, Synergy_Loewe=-41.8, Synergy_HSA=-2.94. Drug 2: C1=CC=C(C(=C1)C(C2=CC=C(C=C2)Cl)C(Cl)Cl)Cl. Cell line: SNB-19. (3) Drug 1: C1C(C(OC1N2C=NC3=C(N=C(N=C32)Cl)N)CO)O. Drug 2: COC1=NC(=NC2=C1N=CN2C3C(C(C(O3)CO)O)O)N. Cell line: DU-145. Synergy scores: CSS=15.4, Synergy_ZIP=-3.83, Synergy_Bliss=1.93, Synergy_Loewe=-25.5, Synergy_HSA=0.794. (4) Drug 1: CS(=O)(=O)C1=CC(=C(C=C1)C(=O)NC2=CC(=C(C=C2)Cl)C3=CC=CC=N3)Cl. Drug 2: CC1CCC2CC(C(=CC=CC=CC(CC(C(=O)C(C(C(=CC(C(=O)CC(OC(=O)C3CCCCN3C(=O)C(=O)C1(O2)O)C(C)CC4CCC(C(C4)OC)O)C)C)O)OC)C)C)C)OC. Cell line: LOX IMVI. Synergy scores: CSS=43.8, Synergy_ZIP=15.3, Synergy_Bliss=16.0, Synergy_Loewe=17.8, Synergy_HSA=19.8. (5) Drug 1: CN(C)N=NC1=C(NC=N1)C(=O)N. Drug 2: CCN(CC)CCNC(=O)C1=C(NC(=C1C)C=C2C3=C(C=CC(=C3)F)NC2=O)C. Cell line: KM12. Synergy scores: CSS=39.6, Synergy_ZIP=-9.67, Synergy_Bliss=-11.7, Synergy_Loewe=-7.08, Synergy_HSA=-7.00.